This data is from Forward reaction prediction with 1.9M reactions from USPTO patents (1976-2016). The task is: Predict the product of the given reaction. (1) Given the reactants [OH:1][C@H:2]1[CH2:7][CH2:6][C@H:5]([N:8]2[C:13](=[O:14])[C:12]([CH2:15][C:16]3[CH:21]=[CH:20][C:19]([C:22]4[C:23]([C:28]#[N:29])=[CH:24][CH:25]=[CH:26][CH:27]=4)=[C:18]([CH3:30])[CH:17]=3)=[C:11]([CH2:31][CH2:32][CH3:33])[N:10]3[N:34]=[CH:35][CH:36]=[C:9]23)[CH2:4][CH2:3]1.[N+:37](=CC(OCC)=O)=[N-].[C:45]([O:48]CC)(=[O:47])C.[OH2:51].[C:52]1([CH3:58])[CH:57]=CC=C[CH:53]=1, predict the reaction product. The product is: [OH:51][C:52]([CH3:58])([CH3:57])[CH2:53][O:1][C@H:2]1[CH2:3][CH2:4][C@H:5]([N:8]2[C:13](=[O:14])[C:12]([CH2:15][C:16]3[CH:21]=[CH:20][C:19]([C:22]4[CH:27]=[CH:26][CH:25]=[CH:24][C:23]=4[C:28]4[NH:37][C:45](=[O:47])[O:48][N:29]=4)=[C:18]([CH3:30])[CH:17]=3)=[C:11]([CH2:31][CH2:32][CH3:33])[N:10]3[N:34]=[CH:35][CH:36]=[C:9]23)[CH2:6][CH2:7]1. (2) Given the reactants C1C2NC3C(=CC=CC=3)SC=2C=CC=1.[CH:15]([O:17][CH2:18][CH3:19])=[CH2:16].[C:20]([OH:25])(=[O:24])[C:21]([CH3:23])=[CH2:22].C1(C)C=CC(S([O-])(=O)=O)=CC=1.[NH+]1C=CC=CC=1.C(=O)(O)[O-].[Na+].S([O-])([O-])(=O)=O.[Na+].[Na+], predict the reaction product. The product is: [C:20]([O:25][CH:15]([O:17][CH2:18][CH3:19])[CH3:16])(=[O:24])[C:21]([CH3:23])=[CH2:22]. (3) Given the reactants Cl[C:2]1[C:11]2[C:6](=[CH:7][C:8]([C:12]([N:14]3[CH2:17][CH:16]([N:18]([CH3:20])[CH3:19])[CH2:15]3)=[O:13])=[CH:9][CH:10]=2)[N:5]=[CH:4][N:3]=1.[NH2:21][CH2:22][C:23]1[CH:24]=[C:25]([CH:29]=[CH:30][CH:31]=1)[C:26]([NH2:28])=[NH:27].C(N(C(C)C)CC)(C)C, predict the reaction product. The product is: [CH3:19][N:18]([CH3:20])[CH:16]1[CH2:17][N:14]([C:12]([C:8]2[CH:7]=[C:6]3[C:11]([C:2]([NH:21][CH2:22][C:23]4[CH:24]=[C:25]([CH:29]=[CH:30][CH:31]=4)[C:26]([NH2:28])=[NH:27])=[N:3][CH:4]=[N:5]3)=[CH:10][CH:9]=2)=[O:13])[CH2:15]1. (4) Given the reactants [CH3:1][C@H:2]1[N:7]2[C:8]3[N:14]=[C:13]([C:15]([OH:17])=[O:16])[CH:12]=[CH:11][C:9]=3[CH:10]=[C:6]2[C:5](=[O:18])[NH:4][CH2:3]1.NC[C@H](O)C, predict the reaction product. The product is: [CH3:1][C@@H:2]1[N:7]2[C:8]3[N:14]=[C:13]([C:15]([OH:17])=[O:16])[CH:12]=[CH:11][C:9]=3[CH:10]=[C:6]2[C:5](=[O:18])[NH:4][CH2:3]1. (5) Given the reactants FC1C=CC(CN[C@H:10]2[CH:20]3[CH:14]4[CH:15]5[C:16]([F:22])([F:21])[CH:17]6[CH:19]3[CH:18]6[CH:12]([CH:13]45)[C@H:11]2C(OC)=O)=CC=1.[CH3:27][S:28]([NH:31][C:32]1[CH:47]=[CH:46][C:35]2[NH:36][C:37]([CH2:42][C:43]([OH:45])=O)=[N:38][S:39](=[O:41])(=[O:40])[C:34]=2[CH:33]=1)(=[O:30])=[O:29].Cl.CN(C)[CH2:51][CH2:52][CH2:53]N=C=NCC.[CH3:60][N:61](C)[CH:62]=[O:63], predict the reaction product. The product is: [F:21][C:16]1([F:22])[CH:17]2[CH:18]3[CH:19]2[CH:20]2[C@@H:10]4[C@H:11]([CH:12]3[CH:13]3[CH:14]2[CH:15]13)[N:61]([CH2:60][C:51]1[CH:52]=[CH:53][C:16]([F:21])=[CH:15][CH:14]=1)[C:62](=[O:63])[C:42]([C:37]1[NH:36][C:35]2[CH:46]=[CH:47][C:32]([NH:31][S:28]([CH3:27])(=[O:29])=[O:30])=[CH:33][C:34]=2[S:39](=[O:40])(=[O:41])[N:38]=1)=[C:43]4[OH:45]. (6) Given the reactants [F:1][C:2]1[CH:3]=[C:4]([CH:24]=[CH:25][C:26]=1[C:27]1[NH:31][C:30](=[O:32])[O:29][N:28]=1)[O:5][CH2:6][C:7]1[S:11][C:10]([C:12]2[CH:17]=[CH:16][C:15]([C:18]([F:21])([F:20])[F:19])=[CH:14][CH:13]=2)=[N:9][C:8]=1[CH:22]=O.[NH:33]1[CH2:37][CH2:36][CH2:35][CH2:34]1.C([BH3-])#N.[Na+], predict the reaction product. The product is: [F:1][C:2]1[CH:3]=[C:4]([O:5][CH2:6][C:7]2[S:11][C:10]([C:12]3[CH:13]=[CH:14][C:15]([C:18]([F:20])([F:21])[F:19])=[CH:16][CH:17]=3)=[N:9][C:8]=2[CH2:22][N:33]2[CH2:37][CH2:36][CH2:35][CH2:34]2)[CH:24]=[CH:25][C:26]=1[C:27]1[NH:31][C:30](=[O:32])[O:29][N:28]=1.